From a dataset of Forward reaction prediction with 1.9M reactions from USPTO patents (1976-2016). Predict the product of the given reaction. (1) Given the reactants [NH2:1][C:2]([C:19]1[NH:23][C:22]2[CH:24]=[CH:25][C:26]([C:28]#[N:29])=[CH:27][C:21]=2[N:20]=1)([C:7]1[C:15]([O:16]C)=[CH:14][C:13]([CH3:18])=[C:12]2[C:8]=1[CH:9]=[CH:10][NH:11]2)[C:3]([F:6])([F:5])[F:4].B(Br)(Br)Br.C(=O)(O)[O-].[Na+], predict the reaction product. The product is: [NH2:1][C:2]([C:19]1[NH:23][C:22]2[CH:24]=[CH:25][C:26]([C:28]#[N:29])=[CH:27][C:21]=2[N:20]=1)([C:7]1[C:15]([OH:16])=[CH:14][C:13]([CH3:18])=[C:12]2[C:8]=1[CH:9]=[CH:10][NH:11]2)[C:3]([F:6])([F:5])[F:4]. (2) The product is: [ClH:1].[N:16]12[CH2:21][CH2:20][CH:19]([CH2:18][CH2:17]1)[C@@H:14]([NH:13][C:11]([C:9]1[S:10][C:6]3[CH:5]=[C:4]([NH:3][C:40]([NH:39][C:35]4[CH:36]=[CH:37][CH:38]=[C:33]([C:32]([F:31])([F:42])[F:43])[CH:34]=4)=[O:41])[CH:23]=[CH:22][C:7]=3[CH:8]=1)=[O:12])[CH2:15]2. Given the reactants [ClH:1].Cl.[NH2:3][C:4]1[CH:23]=[CH:22][C:7]2[CH:8]=[C:9]([C:11]([NH:13][C@@H:14]3[CH:19]4[CH2:20][CH2:21][N:16]([CH2:17][CH2:18]4)[CH2:15]3)=[O:12])[S:10][C:6]=2[CH:5]=1.C(N(CC)CC)C.[F:31][C:32]([F:43])([F:42])[C:33]1[CH:34]=[C:35]([N:39]=[C:40]=[O:41])[CH:36]=[CH:37][CH:38]=1, predict the reaction product.